Predict the product of the given reaction. From a dataset of Forward reaction prediction with 1.9M reactions from USPTO patents (1976-2016). (1) Given the reactants [N:1]1([C:7]([C:9]2[CH:14]=[CH:13][C:12]([N:15]3[CH2:20][CH2:19][CH:18]([N:21]4[CH2:25][CH2:24][C@@H:23]([NH:26][C:27](=[O:42])[CH2:28][NH:29][C:30](=[O:41])[C:31]5[CH:36]=[CH:35][CH:34]=[C:33]([C:37]([F:40])([F:39])[F:38])[CH:32]=5)[CH2:22]4)[CH2:17][CH2:16]3)=[CH:11][CH:10]=2)=[O:8])[CH2:6][CH2:5][O:4][CH2:3][CH2:2]1.C(N)(=O)C1C=CC=CC=1, predict the reaction product. The product is: [N:1]1([C:7]([C:9]2[CH:14]=[CH:13][C:12]([N:15]3[CH2:20][CH2:19][CH:18]([N:21]4[CH2:25][CH2:24][C@H:23]([NH:26][C:27](=[O:42])[CH2:28][NH:29][C:30](=[O:41])[C:31]5[CH:36]=[CH:35][CH:34]=[C:33]([C:37]([F:38])([F:39])[F:40])[CH:32]=5)[CH2:22]4)[CH2:17][CH2:16]3)=[CH:11][CH:10]=2)=[O:8])[CH2:6][CH2:5][O:4][CH2:3][CH2:2]1. (2) Given the reactants O[C:2]1([C:15]2[CH:20]=[C:19]([C:21]([F:24])([F:23])[F:22])[CH:18]=[CH:17][N:16]=2)[CH2:7][CH2:6][N:5]([C:8]([O:10][C:11]([CH3:14])([CH3:13])[CH3:12])=[O:9])[CH2:4][CH2:3]1.S(Cl)(Cl)=O, predict the reaction product. The product is: [F:24][C:21]([F:22])([F:23])[C:19]1[CH:18]=[CH:17][N:16]=[C:15]([C:2]2[CH2:7][CH2:6][N:5]([C:8]([O:10][C:11]([CH3:12])([CH3:14])[CH3:13])=[O:9])[CH2:4][CH:3]=2)[CH:20]=1. (3) Given the reactants C[O:2][C:3](=[O:24])[C:4]1[CH:9]=[C:8]([C:10]2[S:11][CH:12]=[C:13]([C:15]3[CH:20]=[CH:19][C:18]([Cl:21])=[C:17]([Cl:22])[CH:16]=3)[N:14]=2)[CH:7]=[CH:6][C:5]=1Br.[Cl:25][C:26]1[CH:31]=[CH:30][C:29]([CH3:32])=[CH:28][C:27]=1B(O)O, predict the reaction product. The product is: [Cl:25][C:26]1[CH:31]=[CH:30][C:29]([CH3:32])=[CH:28][C:27]=1[C:5]1[C:4]([C:3]([OH:2])=[O:24])=[CH:9][C:8]([C:10]2[S:11][CH:12]=[C:13]([C:15]3[CH:20]=[CH:19][C:18]([Cl:21])=[C:17]([Cl:22])[CH:16]=3)[N:14]=2)=[CH:7][CH:6]=1. (4) Given the reactants FC(F)(F)C1C=C(NC(=O)NC2C=CC(C3SC(CCC(O)=O)=NC=3)=CC=2)C=CC=1.[Cl:31][C:32]1[C:33]([F:63])=[C:34]([NH:38][C:39](=[O:62])[NH:40][C:41]2[CH:46]=[CH:45][C:44]([C:47]3[S:51][C:50]([CH:52]4[CH2:57][CH2:56][CH:55]([C:58]([O:60]C)=[O:59])[CH2:54][CH2:53]4)=[N:49][CH:48]=3)=[CH:43][CH:42]=2)[CH:35]=[CH:36][CH:37]=1, predict the reaction product. The product is: [Cl:31][C:32]1[C:33]([F:63])=[C:34]([NH:38][C:39](=[O:62])[NH:40][C:41]2[CH:42]=[CH:43][C:44]([C:47]3[S:51][C:50]([CH:52]4[CH2:53][CH2:54][CH:55]([C:58]([OH:60])=[O:59])[CH2:56][CH2:57]4)=[N:49][CH:48]=3)=[CH:45][CH:46]=2)[CH:35]=[CH:36][CH:37]=1. (5) Given the reactants [C:1]([O:5][C:6](=[O:32])[NH:7][CH2:8][CH2:9][CH2:10][CH2:11][NH:12][C:13]1[C:22]2[C:17](=[CH:18][C:19]([O:23][CH2:24][C:25]3[CH:30]=[CH:29][CH:28]=[CH:27][CH:26]=3)=[CH:20][CH:21]=2)[N:16]=[CH:15][C:14]=1[NH2:31])([CH3:4])([CH3:3])[CH3:2].[CH2:33]([O:35][CH2:36][C:37](Cl)=O)[CH3:34].C(N(CC)CC)C, predict the reaction product. The product is: [C:1]([O:5][C:6](=[O:32])[NH:7][CH2:8][CH2:9][CH2:10][CH2:11][N:12]1[C:13]2[C:22]3[CH:21]=[CH:20][C:19]([O:23][CH2:24][C:25]4[CH:26]=[CH:27][CH:28]=[CH:29][CH:30]=4)=[CH:18][C:17]=3[N:16]=[CH:15][C:14]=2[N:31]=[C:34]1[CH2:33][O:35][CH2:36][CH3:37])([CH3:4])([CH3:2])[CH3:3].